From a dataset of Full USPTO retrosynthesis dataset with 1.9M reactions from patents (1976-2016). Predict the reactants needed to synthesize the given product. (1) Given the product [CH2:20]([O:22][C:23]([CH2:24][CH2:25][NH:26][CH:6]1[CH2:11][CH2:10][N:9]([C:12]([O:14][C:15]([CH3:18])([CH3:17])[CH3:16])=[O:13])[CH2:8][CH2:7]1)=[O:27])[CH3:21], predict the reactants needed to synthesize it. The reactants are: C(O)(=O)C.O=[C:6]1[CH2:11][CH2:10][N:9]([C:12]([O:14][C:15]([CH3:18])([CH3:17])[CH3:16])=[O:13])[CH2:8][CH2:7]1.Cl.[CH2:20]([O:22][C:23](=[O:27])[CH2:24][CH2:25][NH2:26])[CH3:21].C([BH3-])#N.[Na+]. (2) Given the product [Cl:1][C:2]1[N:6]2[CH:7]=[C:8]([CH:15]3[CH2:19][CH2:18][CH2:17][CH2:16]3)[CH:9]=[C:10]([C:11]([F:13])([F:12])[F:14])[C:5]2=[N:4][C:3]=1[C:20]([OH:22])=[O:21], predict the reactants needed to synthesize it. The reactants are: [Cl:1][C:2]1[N:6]2[CH:7]=[C:8]([CH:15]3[CH2:19][CH2:18][CH2:17][CH2:16]3)[CH:9]=[C:10]([C:11]([F:14])([F:13])[F:12])[C:5]2=[N:4][C:3]=1[C:20]([O:22]C)=[O:21].O.[OH-].[Na+].Cl. (3) Given the product [CH3:12][C:13]1([CH3:29])[C:17]([CH3:19])([CH3:18])[O:16][B:15]([C:2]2[CH:3]=[CH:4][CH:5]=[C:6]3[C:11]=2[O:10][CH2:9][CH2:8][CH2:7]3)[O:14]1, predict the reactants needed to synthesize it. The reactants are: Br[C:2]1[CH:3]=[CH:4][CH:5]=[C:6]2[C:11]=1[O:10][CH2:9][CH2:8][CH2:7]2.[CH3:12][C:13]1([CH3:29])[C:17]([CH3:19])([CH3:18])[O:16][B:15]([B:15]2[O:16][C:17]([CH3:19])([CH3:18])[C:13]([CH3:29])([CH3:12])[O:14]2)[O:14]1.C([O-])(=O)C.[K+].COCCOC. (4) The reactants are: [Si]([O:8][CH2:9][CH2:10][O:11][C:12]1[C:17]([CH3:18])=[CH:16][C:15]([C:19]2[NH:28][C:27](=[O:29])[C:26]3[C:21](=[CH:22][CH:23]=[C:24]([CH2:30][N:31]4[CH2:36][CH2:35][N:34]([CH3:37])[CH2:33][CH2:32]4)[CH:25]=3)[N:20]=2)=[CH:14][C:13]=1[CH3:38])(C(C)(C)C)(C)C.CCCC[N+](CCCC)(CCCC)CCCC.[F-].C1COCC1. Given the product [OH:8][CH2:9][CH2:10][O:11][C:12]1[C:17]([CH3:18])=[CH:16][C:15]([C:19]2[NH:28][C:27](=[O:29])[C:26]3[C:21](=[CH:22][CH:23]=[C:24]([CH2:30][N:31]4[CH2:32][CH2:33][N:34]([CH3:37])[CH2:35][CH2:36]4)[CH:25]=3)[N:20]=2)=[CH:14][C:13]=1[CH3:38], predict the reactants needed to synthesize it. (5) Given the product [CH2:1]([O:8][C:9]1[CH:14]=[CH:13][C:12]([C:15]2[NH:36][C:18]3=[N:19][CH:20]=[C:21]([CH:23]4[CH2:28][CH2:27][NH:26][CH2:25][CH2:24]4)[CH:22]=[C:17]3[N:16]=2)=[CH:11][C:10]=1[C:40]1[CH:39]=[N:38][CH:43]=[CH:42][CH:41]=1)[C:2]1[CH:3]=[CH:4][CH:5]=[CH:6][CH:7]=1, predict the reactants needed to synthesize it. The reactants are: [CH2:1]([O:8][C:9]1[CH:14]=[CH:13][C:12]([C:15]2[NH:36][C:18]3=[N:19][CH:20]=[C:21]([CH:23]4[CH2:28][CH2:27][N:26](C(OC(C)(C)C)=O)[CH2:25][CH2:24]4)[CH:22]=[C:17]3[N:16]=2)=[CH:11][C:10]=1Br)[C:2]1[CH:7]=[CH:6][CH:5]=[CH:4][CH:3]=1.[N:38]1[CH:43]=[CH:42][CH:41]=[C:40](B(O)O)[CH:39]=1.C([O-])([O-])=O.[K+].[K+].O.